This data is from Full USPTO retrosynthesis dataset with 1.9M reactions from patents (1976-2016). The task is: Predict the reactants needed to synthesize the given product. (1) Given the product [N:1]1[C:10]2[C:5](=[CH:6][CH:7]=[CH:8][CH:9]=2)[C:4]([CH2:11][NH:27][C:15]2([C:19]([NH2:21])=[O:20])[CH2:14][NH:18][CH:17]=[N:16]2)=[CH:3][CH:2]=1, predict the reactants needed to synthesize it. The reactants are: [N:1]1[C:10]2[C:5](=[CH:6][CH:7]=[CH:8][CH:9]=2)[C:4]([CH:11]=O)=[CH:3][CH:2]=1.N[C:14]1[NH:18][CH:17]=[N:16][C:15]=1[C:19]([NH2:21])=[O:20].C(O)(=O)C.C([BH3-])#[N:27].[Na+]. (2) Given the product [CH:2]1([CH3:1])[CH2:3][CH2:4][CH:5]([CH:9]([CH3:10])[CH3:11])[CH:6]([OH:8])[CH2:7]1, predict the reactants needed to synthesize it. The reactants are: [CH3:1][C@H:2]1[CH2:7][C@@H:6]([OH:8])[C@H:5]([C:9]([CH3:11])=[CH2:10])[CH2:4][CH2:3]1.CC(=CCCC(CC=O)C)C.CC(=CCCC(CCO)C)C. (3) Given the product [C:21]([C:12]1[CH:11]([C:8]2[CH:9]=[C:10]3[C:5](=[CH:6][CH:7]=2)[N:4]([C:23]([O:25][C:26]([CH3:29])([CH3:28])[CH3:27])=[O:24])[N:3]=[C:2]3[NH:1][S:38]([CH2:37][C:34]2[CH:35]=[CH:36][C:31]([F:30])=[CH:32][CH:33]=2)(=[O:39])=[O:40])[C:16]([C:17]#[N:18])=[C:15]([CH3:19])[NH:14][C:13]=1[CH3:20])#[N:22], predict the reactants needed to synthesize it. The reactants are: [NH2:1][C:2]1[C:10]2[C:5](=[CH:6][CH:7]=[C:8]([CH:11]3[C:16]([C:17]#[N:18])=[C:15]([CH3:19])[NH:14][C:13]([CH3:20])=[C:12]3[C:21]#[N:22])[CH:9]=2)[N:4]([C:23]([O:25][C:26]([CH3:29])([CH3:28])[CH3:27])=[O:24])[N:3]=1.[F:30][C:31]1[CH:36]=[CH:35][C:34]([CH2:37][S:38](Cl)(=[O:40])=[O:39])=[CH:33][CH:32]=1.C(N(CC)CC)C. (4) Given the product [CH2:1]([O:3][C:4]([C:6]1([CH2:31][I:30])[CH2:10][CH2:9][N:8]([C:11](=[O:19])[C:12]2[CH:13]=[CH:14][C:15]([F:18])=[CH:16][CH:17]=2)[CH2:7]1)=[O:5])[CH3:2], predict the reactants needed to synthesize it. The reactants are: [CH2:1]([O:3][C:4]([CH:6]1[CH2:10][CH2:9][N:8]([C:11](=[O:19])[C:12]2[CH:17]=[CH:16][C:15]([F:18])=[CH:14][CH:13]=2)[CH2:7]1)=[O:5])[CH3:2].C[Si]([N-][Si](C)(C)C)(C)C.[Li+].[I:30][CH2:31]I. (5) Given the product [CH:1]1([CH2:4][O:5][C:6]2[CH:11]=[CH:10][C:9]([CH3:12])=[CH:8][C:7]=2[C:13]2[CH:18]=[CH:17][N:16]=[C:15]3[C:19]([C:31]([NH:34][C@@H:35]4[CH2:40][CH2:39][C@H:38]([NH:41][C:42](=[O:48])[O:43][C:44]([CH3:46])([CH3:45])[CH3:47])[CH2:37][CH2:36]4)=[O:32])=[C:20]([CH3:30])[N:21]([CH2:22][O:23][CH2:24][CH2:25][Si:26]([CH3:27])([CH3:29])[CH3:28])[C:14]=23)[CH2:2][CH2:3]1, predict the reactants needed to synthesize it. The reactants are: [CH:1]1([CH2:4][O:5][C:6]2[CH:11]=[CH:10][C:9]([CH3:12])=[CH:8][C:7]=2[C:13]2[CH:18]=[CH:17][N:16]=[C:15]3[C:19]([C:31](O)=[O:32])=[C:20]([CH3:30])[N:21]([CH2:22][O:23][CH2:24][CH2:25][Si:26]([CH3:29])([CH3:28])[CH3:27])[C:14]=23)[CH2:3][CH2:2]1.[NH2:34][C@@H:35]1[CH2:40][CH2:39][C@H:38]([NH:41][C:42](=[O:48])[O:43][C:44]([CH3:47])([CH3:46])[CH3:45])[CH2:37][CH2:36]1. (6) Given the product [Cl:31][C:12]1[C:13]([C:15]2[CH:20]=[CH:19][CH:18]=[C:17]([NH:21][CH2:22][C:23]3([C:29]#[N:30])[CH2:28][CH2:27][O:26][CH2:25][CH2:24]3)[N:16]=2)=[CH:14][C:9]([NH:8][C@H:5]2[CH2:6][CH2:7][C@H:2]([NH:1][CH2:33][C:34]([NH:36][CH3:37])=[O:35])[CH2:3][CH2:4]2)=[N:10][CH:11]=1, predict the reactants needed to synthesize it. The reactants are: [NH2:1][C@H:2]1[CH2:7][CH2:6][C@H:5]([NH:8][C:9]2[CH:14]=[C:13]([C:15]3[CH:20]=[CH:19][CH:18]=[C:17]([NH:21][CH2:22][C:23]4([C:29]#[N:30])[CH2:28][CH2:27][O:26][CH2:25][CH2:24]4)[N:16]=3)[C:12]([Cl:31])=[CH:11][N:10]=2)[CH2:4][CH2:3]1.Cl[CH2:33][C:34]([NH:36][CH3:37])=[O:35].C(N(CC)CC)C. (7) Given the product [Cl:1][C:2]1[CH:7]=[CH:6][C:5]([C@@:8]2([CH3:36])[C@:12]([C:14]3[CH:15]=[CH:16][C:17]([Cl:20])=[CH:18][CH:19]=3)([CH3:13])[N:11]([C:21]([N:49]3[CH2:50][CH2:51][N:46]([CH2:45][CH2:44][CH2:43][S:40]([CH3:39])(=[O:41])=[O:42])[CH2:47][CH2:48]3)=[O:22])[C:10]([C:24]3[CH:29]=[CH:28][C:27]([S:30][CH2:31][CH3:32])=[CH:26][C:25]=3[O:33][CH2:34][CH3:35])=[N:9]2)=[CH:4][CH:3]=1, predict the reactants needed to synthesize it. The reactants are: [Cl:1][C:2]1[CH:7]=[CH:6][C:5]([C:8]2([CH3:36])[C:12]([C:14]3[CH:19]=[CH:18][C:17]([Cl:20])=[CH:16][CH:15]=3)([CH3:13])[N:11]([C:21](Cl)=[O:22])[C:10]([C:24]3[CH:29]=[CH:28][C:27]([S:30][CH2:31][CH3:32])=[CH:26][C:25]=3[O:33][CH2:34][CH3:35])=[N:9]2)=[CH:4][CH:3]=1.Cl.Cl.[CH3:39][S:40]([CH2:43][CH2:44][CH2:45][N:46]1[CH2:51][CH2:50][NH:49][CH2:48][CH2:47]1)(=[O:42])=[O:41].